Predict the reactants needed to synthesize the given product. From a dataset of Full USPTO retrosynthesis dataset with 1.9M reactions from patents (1976-2016). (1) Given the product [Cl:26][C:27]1[S:31][N:30]=[C:29]([CH3:32])[C:28]=1[CH2:12][S:9][C:6]1[CH2:5][C:4]([CH3:13])([CH3:3])[O:8][N:7]=1, predict the reactants needed to synthesize it. The reactants are: [SH-].[Na+].[CH3:3][C:4]1([CH3:13])[O:8][N:7]=[C:6]([S:9]([CH3:12])(=O)=O)[CH2:5]1.C(=O)([O-])[O-].[K+].[K+].C(S([O-])=O)O.[Na+].[Cl:26][C:27]1[S:31][N:30]=[C:29]([CH3:32])[C:28]=1CCl. (2) Given the product [CH3:22][O:23][C:24]([C@H:26]1[CH2:31][CH2:30][C@H:29]([C:32]([C:15]2[C:16]([Cl:21])=[N:17][CH:18]=[CH:19][CH:20]=2)=[O:33])[CH2:28][CH2:27]1)=[O:25], predict the reactants needed to synthesize it. The reactants are: [Cl-].[Li+].[Mg].[H-].C([Al+]CC(C)C)C(C)C.Br[C:15]1[C:16]([Cl:21])=[N:17][CH:18]=[CH:19][CH:20]=1.[CH3:22][O:23][C:24]([C@H:26]1[CH2:31][CH2:30][C@H:29]([C:32](Cl)=[O:33])[CH2:28][CH2:27]1)=[O:25]. (3) Given the product [C:7]([O:11][C:12]([N:14]1[C:19]([CH3:21])([CH3:20])[CH2:18][CH2:17][O:16][S:15]1(=[O:24])=[O:22])=[O:13])([CH3:10])([CH3:8])[CH3:9], predict the reactants needed to synthesize it. The reactants are: I([O-])(=O)(=O)=O.[Na+].[C:7]([O:11][C:12]([N:14]1[C:19]([CH3:21])([CH3:20])[CH2:18][CH2:17][O:16][S:15]1=[O:22])=[O:13])([CH3:10])([CH3:9])[CH3:8].P([O-])([O-])(O)=[O:24].[Na+].[Na+].Cl. (4) Given the product [CH3:1][C:2]1[O:3][C:4]2[CH:10]=[C:9]([NH:11][C:12]([N:34]3[CH2:35][CH2:36][N:31]([C:29]4[S:28][N:27]=[C:26]([C:20]5[CH:25]=[CH:24][CH:23]=[CH:22][CH:21]=5)[N:30]=4)[CH2:32][CH2:33]3)=[O:19])[CH:8]=[CH:7][C:5]=2[N:6]=1, predict the reactants needed to synthesize it. The reactants are: [CH3:1][C:2]1[O:3][C:4]2[CH:10]=[C:9]([NH:11][C:12](=[O:19])OCC(Cl)(Cl)Cl)[CH:8]=[CH:7][C:5]=2[N:6]=1.[C:20]1([C:26]2[N:30]=[C:29]([N:31]3[CH2:36][CH2:35][NH:34][CH2:33][CH2:32]3)[S:28][N:27]=2)[CH:25]=[CH:24][CH:23]=[CH:22][CH:21]=1.C(N(C(C)C)CC)(C)C.CS(C)=O. (5) The reactants are: C1(P(C2C=CC=CC=2)C2C=CC=CC=2)C=CC=CC=1.[N:20]1([C:29]2[CH:34]=[CH:33][N:32]=[C:31]([NH:35][C@H:36]3[CH2:41][CH2:40][C@H:39]([CH2:42]O)[CH2:38][CH2:37]3)[N:30]=2)[C:24]2[CH:25]=[CH:26][CH:27]=[CH:28][C:23]=2[N:22]=[N:21]1.CC(OC(/N=N/C(OC(C)C)=O)=O)C.[C:58]1(=[O:68])[NH:62][C:61](=[O:63])[C:60]2=[CH:64][CH:65]=[CH:66][CH:67]=[C:59]12. Given the product [N:20]1([C:29]2[CH:34]=[CH:33][N:32]=[C:31]([NH:35][C@H:36]3[CH2:37][CH2:38][C@H:39]([CH2:42][N:62]4[C:58](=[O:68])[C:59]5[C:60](=[CH:64][CH:65]=[CH:66][CH:67]=5)[C:61]4=[O:63])[CH2:40][CH2:41]3)[N:30]=2)[C:24]2[CH:25]=[CH:26][CH:27]=[CH:28][C:23]=2[N:22]=[N:21]1, predict the reactants needed to synthesize it. (6) Given the product [C:3]([CH2:5][C:6]1[S:7][CH:8]=[CH:9][C:10]=1[C:11]([OH:13])=[O:12])([OH:4])=[O:2], predict the reactants needed to synthesize it. The reactants are: C[O:2][C:3]([CH2:5][C:6]1[S:7][CH:8]=[CH:9][C:10]=1[C:11]([O:13]C)=[O:12])=[O:4].[OH-].[Na+]. (7) The reactants are: [CH:1]([N:4]1[C:8]2[CH:9]=[CH:10][CH:11]=[CH:12][C:7]=2[N:6]([CH2:13][C:14]2[N:18]([CH2:19][CH2:20][CH:21]([CH3:23])[CH3:22])[C:17]3[CH:24]=[CH:25][CH:26]=[C:27]([CH:28]=O)[C:16]=3[N:15]=2)[C:5]1=[O:30])([CH3:3])[CH3:2].[OH-].[K+].[Cl-].[NH4+].[C:35](#[N:37])[CH3:36]. Given the product [CH:1]([N:4]1[C:8]2[CH:9]=[CH:10][CH:11]=[CH:12][C:7]=2[N:6]([CH2:13][C:14]2[N:18]([CH2:19][CH2:20][CH:21]([CH3:23])[CH3:22])[C:17]3[CH:24]=[CH:25][CH:26]=[C:27]([CH:28]=[CH:36][C:35]#[N:37])[C:16]=3[N:15]=2)[C:5]1=[O:30])([CH3:3])[CH3:2], predict the reactants needed to synthesize it.